From a dataset of TCR-epitope binding with 47,182 pairs between 192 epitopes and 23,139 TCRs. Binary Classification. Given a T-cell receptor sequence (or CDR3 region) and an epitope sequence, predict whether binding occurs between them. (1) The epitope is GTHWFVTQR. The TCR CDR3 sequence is CASSSRLSDFGTDTQYF. Result: 0 (the TCR does not bind to the epitope). (2) The epitope is YIFFASFYY. The TCR CDR3 sequence is CASSTKRTVGDTQYF. Result: 1 (the TCR binds to the epitope). (3) The epitope is KAYNVTQAF. The TCR CDR3 sequence is CASSYRHDNSPLHF. Result: 1 (the TCR binds to the epitope). (4) The epitope is LLLGIGILV. The TCR CDR3 sequence is CASSLVGQGAANYGYTF. Result: 1 (the TCR binds to the epitope). (5) The epitope is GLCTLVAML. The TCR CDR3 sequence is CASTFKESIVNTEAFF. Result: 1 (the TCR binds to the epitope). (6) The epitope is SSNVANYQK. The TCR CDR3 sequence is CASSLAGGYQETQYF. Result: 0 (the TCR does not bind to the epitope). (7) The epitope is KMQRMLLEK. The TCR CDR3 sequence is CASSSLNTQYF. Result: 0 (the TCR does not bind to the epitope). (8) The epitope is RPPIFIRRL. The TCR CDR3 sequence is CASTPSFGRNTGELFF. Result: 0 (the TCR does not bind to the epitope). (9) The epitope is ARMILMTHF. The TCR CDR3 sequence is CASSLGGQGAGETQYF. Result: 0 (the TCR does not bind to the epitope).